This data is from Blood-brain barrier permeability classification from the B3DB database. The task is: Regression/Classification. Given a drug SMILES string, predict its absorption, distribution, metabolism, or excretion properties. Task type varies by dataset: regression for continuous measurements (e.g., permeability, clearance, half-life) or binary classification for categorical outcomes (e.g., BBB penetration, CYP inhibition). Dataset: b3db_classification. (1) The molecule is CCC(=O)C(CC(C)N1CCCCC1)(c1ccccc1)c1ccccc1. The result is 1 (penetrates BBB). (2) The drug is CNCCC=C1c2ccccc2C(C)(C)c2ccccc21. The result is 1 (penetrates BBB). (3) The drug is COc1ccc2c(c1)N(C[C@H](C)CN(C)C)c1ccccc1S2. The result is 1 (penetrates BBB). (4) The molecule is C[C@@H]1CN2CC(=O)Nc3ccc(Cl)cc3[C@]2(c2ccccc2)O1. The result is 1 (penetrates BBB). (5) The compound is CC(C)C(=O)OCc1cccc(OC(=O)C2N3C(=O)C(NC(=O)Cc4ccccc4)C3SC2(C)C)c1. The result is 0 (does not penetrate BBB). (6) The molecule is O=C1NCNC1(c1ccccc1)c1ccccc1. The result is 1 (penetrates BBB). (7) The compound is CN1CCC23c4c5ccc(O)c4OC2C(=O)CCC3(O)C1C5. The result is 1 (penetrates BBB). (8) The compound is c1ccc2[nH]c(-c3cscn3)nc2c1. The result is 0 (does not penetrate BBB).